Regression. Given a peptide amino acid sequence and an MHC pseudo amino acid sequence, predict their binding affinity value. This is MHC class I binding data. From a dataset of Peptide-MHC class I binding affinity with 185,985 pairs from IEDB/IMGT. (1) The peptide sequence is ATVSADPL. The MHC is HLA-A02:01 with pseudo-sequence HLA-A02:01. The binding affinity (normalized) is 0. (2) The peptide sequence is AYIDNYNKV. The MHC is HLA-B07:02 with pseudo-sequence HLA-B07:02. The binding affinity (normalized) is 0. (3) The peptide sequence is KSVEFDMS. The MHC is H-2-Kb with pseudo-sequence H-2-Kb. The binding affinity (normalized) is 0.0410. (4) The peptide sequence is LIDGRTSFY. The MHC is HLA-A32:01 with pseudo-sequence HLA-A32:01. The binding affinity (normalized) is 0. (5) The peptide sequence is KQRKPGGPW. The MHC is HLA-B18:01 with pseudo-sequence HLA-B18:01. The binding affinity (normalized) is 0.213. (6) The peptide sequence is VERRLVKVL. The MHC is HLA-B57:01 with pseudo-sequence HLA-B57:01. The binding affinity (normalized) is 0.0847. (7) The peptide sequence is RVFDKADGK. The MHC is HLA-A26:03 with pseudo-sequence HLA-A26:03. The binding affinity (normalized) is 0.0847.